Dataset: Reaction yield outcomes from USPTO patents with 853,638 reactions. Task: Predict the reaction yield, written as a fraction of the theoretical maximum amount of product (1.0 means a 100% yield; for example, 0.34 means a 34% yield). (1) The reactants are [CH3:1][NH:2][C:3]1[CH:8]=[CH:7][C:6]([C:9]([N:11]2[CH2:17][C:16]3([CH3:19])[CH2:18][CH:12]2[CH2:13][C:14]([CH3:21])([CH3:20])[CH2:15]3)=[O:10])=[CH:5][CH:4]=1.[CH3:22][S:23](Cl)(=[O:25])=[O:24]. The catalyst is C(Cl)Cl. The product is [CH3:1][N:2]([C:3]1[CH:8]=[CH:7][C:6]([C:9]([N:11]2[CH2:17][C:16]3([CH3:19])[CH2:18][CH:12]2[CH2:13][C:14]([CH3:21])([CH3:20])[CH2:15]3)=[O:10])=[CH:5][CH:4]=1)[S:23]([CH3:22])(=[O:25])=[O:24]. The yield is 0.510. (2) The yield is 1.00. The reactants are [N+:1]([C:4]1[CH:20]=[C:19]([C:21]([F:24])([F:23])[F:22])[CH:18]=[CH:17][C:5]=1[O:6][C:7]1[CH:16]=[CH:15][CH:14]=[CH:13][C:8]=1[C:9]([O:11][CH3:12])=[O:10])([O-])=O. The catalyst is [Pd].CO. The product is [NH2:1][C:4]1[CH:20]=[C:19]([C:21]([F:22])([F:23])[F:24])[CH:18]=[CH:17][C:5]=1[O:6][C:7]1[CH:16]=[CH:15][CH:14]=[CH:13][C:8]=1[C:9]([O:11][CH3:12])=[O:10]. (3) The reactants are Br[C:2]1[C:3](=[O:19])[N:4]([C:9]2[CH:14]=[CH:13][CH:12]=[C:11]([C:15]([F:18])([F:17])[F:16])[CH:10]=2)[C:5]([CH3:8])=[CH:6][N:7]=1.C1C=CC(P(C2C=CC=CC=2)C2C=CC=CC=2)=CC=1.[CH3:39][S:40]([C:43]1[CH:44]=[CH:45][C:46](N)=[N:47][CH:48]=1)(=[O:42])=[O:41].[CH2:50]([N:52]([CH2:55]C)CC)C.C[OH:58]. The catalyst is CC([O-])=O.CC([O-])=O.[Pd+2]. The product is [CH3:8][C:5]1[N:4]([C:9]2[CH:14]=[CH:13][CH:12]=[C:11]([C:15]([F:18])([F:17])[F:16])[CH:10]=2)[C:3](=[O:19])[C:2]([C:50]([NH:52][CH2:55][C:46]2[CH:45]=[CH:44][C:43]([S:40]([CH3:39])(=[O:42])=[O:41])=[CH:48][N:47]=2)=[O:58])=[N:7][CH:6]=1. The yield is 0.530. (4) The reactants are [CH:1]1([C:4]2[CH:9]=[C:8]([F:10])[C:7]([N+:11]([O-:13])=[O:12])=[CH:6][C:5]=2[NH2:14])[CH2:3][CH2:2]1.C([O-])(O)=O.[Na+].[CH3:20][CH:21]([CH3:25])[C:22](Cl)=[O:23]. The catalyst is ClCCl.O. The product is [CH:1]1([C:4]2[CH:9]=[C:8]([F:10])[C:7]([N+:11]([O-:13])=[O:12])=[CH:6][C:5]=2[NH:14][C:22](=[O:23])[CH:21]([CH3:25])[CH3:20])[CH2:3][CH2:2]1. The yield is 0.840. (5) The reactants are COCCN(S(F)(F)[F:11])CCOC.O[CH:15]1[CH2:20][CH2:19][N:18]([CH:21]2[CH2:26][CH2:25][N:24]([C:27]([O:29][C:30]([CH3:33])([CH3:32])[CH3:31])=[O:28])[CH2:23][CH2:22]2)[CH2:17][CH2:16]1. No catalyst specified. The product is [F:11][CH:15]1[CH2:20][CH2:19][N:18]([CH:21]2[CH2:26][CH2:25][N:24]([C:27]([O:29][C:30]([CH3:33])([CH3:32])[CH3:31])=[O:28])[CH2:23][CH2:22]2)[CH2:17][CH2:16]1. The yield is 0.600. (6) The reactants are C(O)(=O)C.[CH3:5][O:6][C:7]1[C:12]([O:13][CH3:14])=[CH:11][C:10]([C:15]2[N:16]=[N:17][N:18]([C:20]3[CH:41]=[CH:40][C:23]([CH2:24][CH2:25][N:26]4[CH2:35][CH2:34][C:33]5[C:28](=[CH:29][C:30]([O:38][CH3:39])=[C:31]([O:36][CH3:37])[CH:32]=5)[CH2:27]4)=[CH:22][CH:21]=3)[N:19]=2)=[C:9]([N+:42]([O-])=O)[CH:8]=1.C(Cl)(Cl)Cl.CO.C(Cl)(Cl)Cl. The yield is 0.870. The catalyst is [Fe].O. The product is [CH3:37][O:36][C:31]1[CH:32]=[C:33]2[C:28](=[CH:29][C:30]=1[O:38][CH3:39])[CH2:27][N:26]([CH2:25][CH2:24][C:23]1[CH:40]=[CH:41][C:20]([N:18]3[N:17]=[N:16][C:15]([C:10]4[CH:11]=[C:12]([O:13][CH3:14])[C:7]([O:6][CH3:5])=[CH:8][C:9]=4[NH2:42])=[N:19]3)=[CH:21][CH:22]=1)[CH2:35][CH2:34]2.